From a dataset of Forward reaction prediction with 1.9M reactions from USPTO patents (1976-2016). Predict the product of the given reaction. (1) Given the reactants [Br:1][C:2]1[C:10]([O:11][CH3:12])=[C:9]([O:13][CH3:14])[CH:8]=[C:7]2[C:3]=1[CH2:4][N:5]([CH2:16][C:17]1[CH:25]=[CH:24][C:20]([C:21](O)=[O:22])=[CH:19][CH:18]=1)[C:6]2=[O:15].[C:26]1([NH2:33])[CH:31]=[CH:30][CH:29]=[CH:28][C:27]=1[NH2:32].F[P-](F)(F)(F)(F)F.N1(O[P+](N(C)C)(N(C)C)N(C)C)C2C=CC=CC=2N=N1.C(N(CC)CC)C, predict the reaction product. The product is: [NH2:32][C:27]1[CH:28]=[CH:29][CH:30]=[CH:31][C:26]=1[NH:33][C:21](=[O:22])[C:20]1[CH:24]=[CH:25][C:17]([CH2:16][N:5]2[CH2:4][C:3]3[C:7](=[CH:8][C:9]([O:13][CH3:14])=[C:10]([O:11][CH3:12])[C:2]=3[Br:1])[C:6]2=[O:15])=[CH:18][CH:19]=1. (2) Given the reactants C(OC([N:8]1[CH:13]([CH3:14])[CH2:12][N:11]([CH2:15][C:16]2[CH:21]=[CH:20][CH:19]=[C:18]([C:22]3[CH:27]=[CH:26][N:25]=[C:24](Cl)[N:23]=3)[CH:17]=2)[CH2:10][CH:9]1[CH3:29])=O)(C)(C)C.[NH2:30][CH2:31][CH2:32][C:33]1[CH:38]=[CH:37][C:36]([OH:39])=[CH:35][CH:34]=1, predict the reaction product. The product is: [CH3:29][CH:9]1[NH:8][CH:13]([CH3:14])[CH2:12][N:11]([CH2:15][C:16]2[CH:17]=[C:18]([C:22]3[CH:27]=[CH:26][N:25]=[C:24]([NH:30][CH2:31][CH2:32][C:33]4[CH:38]=[CH:37][C:36]([OH:39])=[CH:35][CH:34]=4)[N:23]=3)[CH:19]=[CH:20][CH:21]=2)[CH2:10]1.